Dataset: Reaction yield outcomes from USPTO patents with 853,638 reactions. Task: Predict the reaction yield, written as a fraction of the theoretical maximum amount of product (1.0 means a 100% yield; for example, 0.34 means a 34% yield). The reactants are [Al+3].[Cl-].[Cl-].[Cl-].[Na+].[Cl-].[Br:7][C:8]1[CH:13]=[CH:12][C:11]([C:14](=[O:18])[CH2:15][CH2:16]Cl)=[C:10]([F:19])[CH:9]=1. No catalyst specified. The product is [Br:7][C:8]1[CH:13]=[C:12]2[C:11](=[C:10]([F:19])[CH:9]=1)[C:14](=[O:18])[CH2:15][CH2:16]2. The yield is 0.550.